Dataset: Retrosynthesis with 50K atom-mapped reactions and 10 reaction types from USPTO. Task: Predict the reactants needed to synthesize the given product. (1) Given the product O=C(CCN1CCN(c2ccccc2)CC1)c1ccc2c(c1)OCO2, predict the reactants needed to synthesize it. The reactants are: O=C(CCCl)c1ccc2c(c1)OCO2.c1ccc(N2CCNCC2)cc1. (2) Given the product CCOC(=O)C(C)(C)N1CCC(NCc2ccc(-c3ccc(C(F)(F)F)cc3)cc2)CC1, predict the reactants needed to synthesize it. The reactants are: CCOC(=O)C(C)(C)N1CCC(=O)CC1.NCc1ccc(-c2ccc(C(F)(F)F)cc2)cc1. (3) The reactants are: CC1(C)OB(c2ccc(-n3cnc4ccccc43)cc2)OC1(C)C.COC(=O)c1cnc(Br)n1C. Given the product COC(=O)c1cnc(-c2ccc(-n3cnc4ccccc43)cc2)n1C, predict the reactants needed to synthesize it. (4) Given the product C#CCN1CCNCC1, predict the reactants needed to synthesize it. The reactants are: C#CCN1CCN(C(=O)OC(C)(C)C)CC1. (5) Given the product CC(CCC(=O)O)C(=O)N[C@@H](Cc1ccc(O)cc1)C(=O)O, predict the reactants needed to synthesize it. The reactants are: COC(=O)CCC(C)C(=O)N[C@@H](Cc1ccc(O)cc1)C(=O)O. (6) The reactants are: C1=CCC=C1.COC(=O)C1(C)CC2C=CC1C2. Given the product COC(=O)C1(C)CC2CC1C1C3C=CC(C3)C21, predict the reactants needed to synthesize it. (7) The reactants are: NC(=S)N1CCCCC1.O=C(O)c1ccc(C(=O)CBr)cc1. Given the product O=C(O)c1ccc(-c2csc(N3CCCCC3)n2)cc1, predict the reactants needed to synthesize it. (8) Given the product COC(=O)C1CCN(c2ccc(C=O)cc2N)CC1, predict the reactants needed to synthesize it. The reactants are: COC(=O)C1CCN(c2ccc(C=O)cc2[N+](=O)[O-])CC1.